This data is from NCI-60 drug combinations with 297,098 pairs across 59 cell lines. The task is: Regression. Given two drug SMILES strings and cell line genomic features, predict the synergy score measuring deviation from expected non-interaction effect. (1) Drug 1: CC1C(C(CC(O1)OC2CC(OC(C2O)C)OC3=CC4=CC5=C(C(=O)C(C(C5)C(C(=O)C(C(C)O)O)OC)OC6CC(C(C(O6)C)O)OC7CC(C(C(O7)C)O)OC8CC(C(C(O8)C)O)(C)O)C(=C4C(=C3C)O)O)O)O. Drug 2: N.N.Cl[Pt+2]Cl. Cell line: PC-3. Synergy scores: CSS=59.0, Synergy_ZIP=-1.22, Synergy_Bliss=-1.19, Synergy_Loewe=-1.46, Synergy_HSA=1.74. (2) Drug 1: C1CCC(C1)C(CC#N)N2C=C(C=N2)C3=C4C=CNC4=NC=N3. Drug 2: CCC1=C2CN3C(=CC4=C(C3=O)COC(=O)C4(CC)O)C2=NC5=C1C=C(C=C5)O. Cell line: RPMI-8226. Synergy scores: CSS=28.1, Synergy_ZIP=9.54, Synergy_Bliss=7.68, Synergy_Loewe=-26.7, Synergy_HSA=2.88. (3) Drug 2: C1CNP(=O)(OC1)N(CCCl)CCCl. Drug 1: CC1=CC2C(CCC3(C2CCC3(C(=O)C)OC(=O)C)C)C4(C1=CC(=O)CC4)C. Synergy scores: CSS=-7.23, Synergy_ZIP=1.18, Synergy_Bliss=-2.72, Synergy_Loewe=-4.26, Synergy_HSA=-4.12. Cell line: OVCAR-8. (4) Cell line: RPMI-8226. Drug 2: CC1=C(C=C(C=C1)C(=O)NC2=CC(=CC(=C2)C(F)(F)F)N3C=C(N=C3)C)NC4=NC=CC(=N4)C5=CN=CC=C5. Drug 1: CS(=O)(=O)C1=CC(=C(C=C1)C(=O)NC2=CC(=C(C=C2)Cl)C3=CC=CC=N3)Cl. Synergy scores: CSS=-0.130, Synergy_ZIP=4.72, Synergy_Bliss=9.50, Synergy_Loewe=-1.03, Synergy_HSA=0.0422. (5) Drug 1: C1=C(C(=O)NC(=O)N1)F. Drug 2: CCCS(=O)(=O)NC1=C(C(=C(C=C1)F)C(=O)C2=CNC3=C2C=C(C=N3)C4=CC=C(C=C4)Cl)F. Cell line: MOLT-4. Synergy scores: CSS=26.7, Synergy_ZIP=11.7, Synergy_Bliss=4.62, Synergy_Loewe=0.0864, Synergy_HSA=3.06. (6) Drug 1: CC12CCC(CC1=CCC3C2CCC4(C3CC=C4C5=CN=CC=C5)C)O. Drug 2: CC(C)NC(=O)C1=CC=C(C=C1)CNNC.Cl. Cell line: MALME-3M. Synergy scores: CSS=-2.90, Synergy_ZIP=2.70, Synergy_Bliss=1.99, Synergy_Loewe=-10.1, Synergy_HSA=-5.65. (7) Drug 1: C1=CC(=CC=C1C#N)C(C2=CC=C(C=C2)C#N)N3C=NC=N3. Drug 2: C1=CC=C(C(=C1)C(C2=CC=C(C=C2)Cl)C(Cl)Cl)Cl. Cell line: SR. Synergy scores: CSS=-0.773, Synergy_ZIP=-2.15, Synergy_Bliss=-11.0, Synergy_Loewe=0.987, Synergy_HSA=-13.1. (8) Drug 1: CCCS(=O)(=O)NC1=C(C(=C(C=C1)F)C(=O)C2=CNC3=C2C=C(C=N3)C4=CC=C(C=C4)Cl)F. Drug 2: CC(CN1CC(=O)NC(=O)C1)N2CC(=O)NC(=O)C2. Cell line: ACHN. Synergy scores: CSS=39.5, Synergy_ZIP=-9.45, Synergy_Bliss=-1.27, Synergy_Loewe=0.0487, Synergy_HSA=0.578. (9) Drug 1: CC1=C(C(CCC1)(C)C)C=CC(=CC=CC(=CC(=O)O)C)C. Drug 2: COC1=C2C(=CC3=C1OC=C3)C=CC(=O)O2. Cell line: SK-OV-3. Synergy scores: CSS=0.446, Synergy_ZIP=0.389, Synergy_Bliss=1.85, Synergy_Loewe=-3.49, Synergy_HSA=-0.994. (10) Drug 1: CN(C(=O)NC(C=O)C(C(C(CO)O)O)O)N=O. Drug 2: CC1=C(C(=O)C2=C(C1=O)N3CC4C(C3(C2COC(=O)N)OC)N4)N. Cell line: SNB-19. Synergy scores: CSS=41.5, Synergy_ZIP=26.7, Synergy_Bliss=31.0, Synergy_Loewe=27.6, Synergy_HSA=27.6.